Dataset: Catalyst prediction with 721,799 reactions and 888 catalyst types from USPTO. Task: Predict which catalyst facilitates the given reaction. (1) Reactant: [Br-].[Br:2][C:3]1[CH:28]=[CH:27][C:6]([CH2:7][P+](C2C=CC=CC=2)(C2C=CC=CC=2)C2C=CC=CC=2)=[CH:5][CH:4]=1.[H-].[Na+].[Cl:31][C:32]1[CH:39]=[CH:38][C:35]([CH:36]=O)=[CH:34][CH:33]=1.O. Product: [Br:2][C:3]1[CH:4]=[CH:5][C:6]([CH:7]=[CH:36][C:35]2[CH:38]=[CH:39][C:32]([Cl:31])=[CH:33][CH:34]=2)=[CH:27][CH:28]=1. The catalyst class is: 215. (2) Reactant: [N:1]([C:4]1[C:5]2[NH:12][CH:11]=[C:10]([C@@H:13]3[N:17]([C:18]([O:20][C:21]([CH3:24])([CH3:23])[CH3:22])=[O:19])[C@@H:16]4[CH2:25][O:26][Si:27]([CH:40]([CH3:42])[CH3:41])([CH:37]([CH3:39])[CH3:38])[O:28][Si:29]([CH:34]([CH3:36])[CH3:35])([CH:31]([CH3:33])[CH3:32])[O:30][C@H:15]4[C@H:14]3[O:43][C:44](=[O:57])[C@@H:45]([NH:49][C:50]([O:52][C:53]([CH3:56])([CH3:55])[CH3:54])=[O:51])[CH:46]([CH3:48])[CH3:47])[C:6]=2[N:7]=[CH:8][N:9]=1)=[N+]=[N-]. Product: [NH2:1][C:4]1[C:5]2[NH:12][CH:11]=[C:10]([C@@H:13]3[N:17]([C:18]([O:20][C:21]([CH3:24])([CH3:23])[CH3:22])=[O:19])[C@@H:16]4[CH2:25][O:26][Si:27]([CH:40]([CH3:42])[CH3:41])([CH:37]([CH3:39])[CH3:38])[O:28][Si:29]([CH:31]([CH3:33])[CH3:32])([CH:34]([CH3:35])[CH3:36])[O:30][C@H:15]4[C@H:14]3[O:43][C:44](=[O:57])[C@@H:45]([NH:49][C:50]([O:52][C:53]([CH3:54])([CH3:55])[CH3:56])=[O:51])[CH:46]([CH3:47])[CH3:48])[C:6]=2[N:7]=[CH:8][N:9]=1. The catalyst class is: 63. (3) Reactant: [OH:1][CH2:2][CH2:3][CH2:4][C:5]1[CH:6]=[C:7]2[C:11](=[CH:12][CH:13]=1)[C:10](=[O:14])[O:9][CH2:8]2.Cl.[O-:16][Mn](=O)(=O)=O.[K+]. Product: [O:14]=[C:10]1[C:11]2[C:7](=[CH:6][C:5]([CH2:4][CH2:3][C:2]([OH:16])=[O:1])=[CH:13][CH:12]=2)[CH2:8][O:9]1. The catalyst class is: 95. (4) Reactant: O=[C:2]1[CH2:6][CH2:5][C@@H:4]([C:7]([O:9][CH2:10][C:11]2[CH:16]=[CH:15][CH:14]=[CH:13][CH:12]=2)=[O:8])[CH2:3]1.[F:17][C:18]1[CH:19]=[C:20]([N:24]2[CH2:29][CH2:28][NH:27][CH2:26][CH2:25]2)[CH:21]=[CH:22][CH:23]=1.C(O)(=O)C.C(O[BH-](OC(=O)C)OC(=O)C)(=O)C.[Na+].C(=O)(O)[O-].[Na+]. Product: [F:17][C:18]1[CH:19]=[C:20]([N:24]2[CH2:29][CH2:28][N:27]([C@H:2]3[CH2:6][CH2:5][C@@H:4]([C:7]([O:9][CH2:10][C:11]4[CH:16]=[CH:15][CH:14]=[CH:13][CH:12]=4)=[O:8])[CH2:3]3)[CH2:26][CH2:25]2)[CH:21]=[CH:22][CH:23]=1. The catalyst class is: 26. (5) Reactant: [Cl:1][C:2]1[C:3]([CH:9]2[CH2:11][CH:10]2[N:12]([C:20]([C:22]2[C:23]([CH:28]([F:30])[F:29])=[N:24][N:25]([CH3:27])[CH:26]=2)=[O:21])C(=O)OC(C)(C)C)=[N:4][CH:5]=[C:6]([Cl:8])[CH:7]=1.FC(F)(F)C(O)=O. Product: [Cl:1][C:2]1[C:3]([CH:9]2[CH2:11][CH:10]2[NH:12][C:20]([C:22]2[C:23]([CH:28]([F:30])[F:29])=[N:24][N:25]([CH3:27])[CH:26]=2)=[O:21])=[N:4][CH:5]=[C:6]([Cl:8])[CH:7]=1. The catalyst class is: 4. (6) Reactant: CS[C:3]1[N:4]=[N:5][C:6]([C:17]([NH2:19])=[O:18])=[C:7]([NH:9][C:10]2[CH:15]=[CH:14][C:13]([CH3:16])=[CH:12][CH:11]=2)[N:8]=1.C1C=C(Cl)C=C(C(OO)=O)C=1.CCN(C(C)C)C(C)C.Cl.[NH2:41][C@H:42]([CH2:46][CH3:47])[C:43]([NH2:45])=[O:44].C(O)(C(F)(F)F)=O. Product: [NH2:45][C:43](=[O:44])[C@H:42]([NH:41][C:3]1[N:4]=[N:5][C:6]([C:17]([NH2:19])=[O:18])=[C:7]([NH:9][C:10]2[CH:15]=[CH:14][C:13]([CH3:16])=[CH:12][CH:11]=2)[N:8]=1)[CH2:46][CH3:47]. The catalyst class is: 179. (7) Reactant: Cl.[NH2:2][C@H:3]([C:14]([O:16][CH3:17])=[O:15])[CH2:4][C:5]1[C:13]2[C:8](=[CH:9][CH:10]=[CH:11][CH:12]=2)[NH:7][CH:6]=1.C(N(CC)CC)C.[F:25][C:26]1[CH:36]=[CH:35][C:34]([F:37])=[CH:33][C:27]=1[CH:28]=[CH:29][C:30](O)=[O:31].CCN=C=NCCCN(C)C.Cl. Product: [F:25][C:26]1[CH:36]=[CH:35][C:34]([F:37])=[CH:33][C:27]=1[CH:28]=[CH:29][C:30]([NH:2][C@H:3]([C:14]([O:16][CH3:17])=[O:15])[CH2:4][C:5]1[C:13]2[C:8](=[CH:9][CH:10]=[CH:11][CH:12]=2)[NH:7][CH:6]=1)=[O:31]. The catalyst class is: 2. (8) Reactant: [Cl:1][C:2]1[CH:7]=[CH:6][C:5]([C:8]2[C:14]3[CH:15]=[C:16]([O:19][CH3:20])[CH:17]=[CH:18][C:13]=3[N:12]3[C:21]([CH3:24])=[N:22][N:23]=[C:11]3[C@H:10]([CH2:25][C:26]([OH:28])=O)[N:9]=2)=[CH:4][CH:3]=1.CN(C(ON1N=NC2C=CC=NC1=2)=[N+](C)C)C.F[P-](F)(F)(F)(F)F.CCN(C(C)C)C(C)C.[NH2:62][CH2:63][CH2:64][C:65]1[CH:70]=[CH:69][C:68]([B:71]([OH:73])[OH:72])=[CH:67][CH:66]=1. Product: [Cl:1][C:2]1[CH:7]=[CH:6][C:5]([C:8]2[C:14]3[CH:15]=[C:16]([O:19][CH3:20])[CH:17]=[CH:18][C:13]=3[N:12]3[C:21]([CH3:24])=[N:22][N:23]=[C:11]3[C@H:10]([CH2:25][C:26]([NH:62][CH2:63][CH2:64][C:65]3[CH:66]=[CH:67][C:68]([B:71]([OH:73])[OH:72])=[CH:69][CH:70]=3)=[O:28])[N:9]=2)=[CH:4][CH:3]=1. The catalyst class is: 2. (9) Reactant: [CH3:1][NH:2][S:3]([C:6]1[CH:32]=[CH:31][C:9]([CH2:10][NH:11][C:12]([C:14]2[C:15]3[CH:16]=[N:17][N:18]([C:24]4[CH:29]=[CH:28][C:27]([F:30])=[CH:26][CH:25]=4)[C:19]=3[CH:20]=[C:21](Br)[CH:22]=2)=[O:13])=[CH:8][CH:7]=1)(=[O:5])=[O:4].Cl.[CH3:34][NH2:35].CC(C)([O-])C.[Na+]. Product: [CH3:1][NH:2][S:3]([C:6]1[CH:32]=[CH:31][C:9]([CH2:10][NH:11][C:12]([C:14]2[C:15]3[CH:16]=[N:17][N:18]([C:24]4[CH:29]=[CH:28][C:27]([F:30])=[CH:26][CH:25]=4)[C:19]=3[CH:20]=[C:21]([NH:35][CH3:34])[CH:22]=2)=[O:13])=[CH:8][CH:7]=1)(=[O:5])=[O:4]. The catalyst class is: 584. (10) Reactant: C1C=CC(P(N=[N+]=[N-])(C2C=CC=CC=2)=[O:8])=CC=1.[CH3:18][O:19][C:20]1[N:25]=[CH:24][C:23]([N:26]2[C:30](C(O)=O)=[CH:29][C:28]([Si:34]([CH3:37])([CH3:36])[CH3:35])=[N:27]2)=[CH:22][CH:21]=1.CC[N:40]([CH2:43]C)CC.[NH2:45][C:46]1[C:55]2[C:50](=[CH:51][CH:52]=[CH:53][CH:54]=2)[C:49]([O:56][C:57]2[CH:62]=[CH:61][N:60]=[C:59]([NH:63][C:64]3[CH:69]=[CH:68][CH:67]=[CH:66][CH:65]=3)[N:58]=2)=[CH:48][CH:47]=1. Product: [CH3:18][O:19][C:20]1[N:25]=[CH:24][C:23]([N:26]2[C:30]([NH:40][C:43]([NH:45][C:46]3[C:55]4[C:50](=[CH:51][CH:52]=[CH:53][CH:54]=4)[C:49]([O:56][C:57]4[CH:62]=[CH:61][N:60]=[C:59]([NH:63][C:64]5[CH:65]=[CH:66][CH:67]=[CH:68][CH:69]=5)[N:58]=4)=[CH:48][CH:47]=3)=[O:8])=[CH:29][C:28]([Si:34]([CH3:35])([CH3:36])[CH3:37])=[N:27]2)=[CH:22][CH:21]=1. The catalyst class is: 3.